Dataset: Catalyst prediction with 721,799 reactions and 888 catalyst types from USPTO. Task: Predict which catalyst facilitates the given reaction. (1) Reactant: C[O:2][C:3]1[CH:17]=[CH:16][C:6]([C:7]([NH:9][C:10]2[CH:15]=[CH:14][N:13]=[CH:12][CH:11]=2)=O)=[CH:5][CH:4]=1.P(Cl)(Cl)(Cl)(Cl)Cl.[CH:24]([NH:26][NH2:27])=O. Product: [N:13]1[CH:14]=[CH:15][C:10]([N:9]2[CH:24]=[N:26][N:27]=[C:7]2[C:6]2[CH:16]=[CH:17][C:3]([OH:2])=[CH:4][CH:5]=2)=[CH:11][CH:12]=1. The catalyst class is: 265. (2) Reactant: [CH:1]([C:3]1[CH:4]=[C:5]2[C:10](=[CH:11][CH:12]=1)[N:9]=[CH:8][CH:7]=[C:6]2[N:13]1[CH2:18][CH2:17][N:16]([C:19]([O:21][C:22]([CH3:25])([CH3:24])[CH3:23])=[O:20])[CH2:15][CH2:14]1)=O.[Cl:26][C:27]1[CH:32]=[CH:31][CH:30]=[C:29]([Cl:33])[C:28]=1[NH:34][C:35]1[S:36][CH2:37][C:38](=[O:40])[N:39]=1.N1CCCCC1. Product: [Cl:33][C:29]1[CH:30]=[CH:31][CH:32]=[C:27]([Cl:26])[C:28]=1[NH:34][C:35]1[S:36]/[C:37](=[CH:1]\[C:3]2[CH:4]=[C:5]3[C:10](=[CH:11][CH:12]=2)[N:9]=[CH:8][CH:7]=[C:6]3[N:13]2[CH2:14][CH2:15][N:16]([C:19]([O:21][C:22]([CH3:23])([CH3:24])[CH3:25])=[O:20])[CH2:17][CH2:18]2)/[C:38](=[O:40])[N:39]=1. The catalyst class is: 8. (3) Reactant: Cl[C:2]1[O:3][C:4]2[CH:10]=[CH:9][CH:8]=[CH:7][C:5]=2[N:6]=1.[CH3:11][NH:12][CH2:13][CH2:14][OH:15]. Product: [CH3:11][N:12]([CH2:13][CH2:14][OH:15])[C:2]1[O:3][C:4]2[CH:10]=[CH:9][CH:8]=[CH:7][C:5]=2[N:6]=1. The catalyst class is: 7.